Task: Predict the reaction yield, written as a fraction of the theoretical maximum amount of product (1.0 means a 100% yield; for example, 0.34 means a 34% yield).. Dataset: Reaction yield outcomes from USPTO patents with 853,638 reactions The reactants are [Cl:1][C:2]1[C:10]2[O:9][CH2:8][O:7][C:6]=2[CH:5]=[C:4]([CH2:11]Cl)[CH:3]=1.[C-:13]#[N:14].[Na+].O. The catalyst is CS(C)=O. The product is [Cl:1][C:2]1[C:10]2[O:9][CH2:8][O:7][C:6]=2[CH:5]=[C:4]([CH2:11][C:13]#[N:14])[CH:3]=1. The yield is 0.580.